From a dataset of Full USPTO retrosynthesis dataset with 1.9M reactions from patents (1976-2016). Predict the reactants needed to synthesize the given product. (1) Given the product [F:30][C:31]([F:36])([F:35])[C:32]([OH:34])=[O:33].[NH2:1][C:2]1[NH:3][C:4](=[O:29])[C:5]2[N:6]=[CH:7][N:8]([CH2:11][O:12][CH2:13][CH2:14][O:15][C:16]([C:18]3([NH2:21])[CH2:20][CH2:19]3)=[O:17])[C:9]=2[N:10]=1, predict the reactants needed to synthesize it. The reactants are: [NH2:1][C:2]1[NH:3][C:4](=[O:29])[C:5]2[N:6]=[CH:7][N:8]([CH2:11][O:12][CH2:13][CH2:14][O:15][C:16]([C:18]3([NH:21]C(OC(C)(C)C)=O)[CH2:20][CH2:19]3)=[O:17])[C:9]=2[N:10]=1.[F:30][C:31]([F:36])([F:35])[C:32]([OH:34])=[O:33]. (2) Given the product [CH3:35][O:34][CH2:33][CH2:32][C:31]1[N:36]=[C:26]([CH:11]2[CH2:12][CH:13]([C:15]3[CH:20]=[CH:19][C:18]([O:21][C:22]([F:25])([F:23])[F:24])=[CH:17][CH:16]=3)[CH2:14][N:9]([C:7]([N:1]3[CH2:6][CH2:5][O:4][CH2:3][CH2:2]3)=[O:8])[CH2:10]2)[O:28][N:30]=1, predict the reactants needed to synthesize it. The reactants are: [N:1]1([C:7]([N:9]2[CH2:14][CH:13]([C:15]3[CH:20]=[CH:19][C:18]([O:21][C:22]([F:25])([F:24])[F:23])=[CH:17][CH:16]=3)[CH2:12][CH:11]([C:26]([OH:28])=O)[CH2:10]2)=[O:8])[CH2:6][CH2:5][O:4][CH2:3][CH2:2]1.O[N:30]=[C:31]([NH2:36])[CH2:32][CH2:33][O:34][CH3:35]. (3) Given the product [F:17][C:6]1[CH:7]=[N:8][C:9]2[CH:10]=[CH:11][C:12](=[O:15])[N:13]3[CH2:2][C:3](=[CH2:4])[C:5]=1[C:14]=23, predict the reactants needed to synthesize it. The reactants are: Cl[CH2:2][C:3]([C:5]1[C:6]([F:17])=[CH:7][N:8]=[C:9]2[C:14]=1[N:13]=[C:12]([O:15]C)[CH:11]=[CH:10]2)=[CH2:4].[I-].[Na+]. (4) Given the product [N:22]1[CH:27]=[C:26]([C:2]2[CH:3]=[C:4]([CH:19]=[CH:20][CH:21]=2)[C:5]([NH:7][C:8]2[CH:13]=[CH:12][C:11]([O:14][C:15]([F:18])([F:17])[F:16])=[CH:10][CH:9]=2)=[O:6])[CH:25]=[N:24][CH:23]=1, predict the reactants needed to synthesize it. The reactants are: I[C:2]1[CH:3]=[C:4]([CH:19]=[CH:20][CH:21]=1)[C:5]([NH:7][C:8]1[CH:13]=[CH:12][C:11]([O:14][C:15]([F:18])([F:17])[F:16])=[CH:10][CH:9]=1)=[O:6].[N:22]1[CH:27]=[C:26](B(O)O)[CH:25]=[N:24][CH:23]=1.C([O-])([O-])=O.[Na+].[Na+].COCCOC. (5) Given the product [Cl:29][C:26]1[CH:27]=[CH:28][C:23]([C:20]2[N:19]([C:30]3[CH:35]=[CH:34][C:33]([Cl:36])=[CH:32][C:31]=3[Cl:37])[N:18]=[C:17]([C:15]([NH:14][CH:11]3[CH2:12][CH2:13][NH:8][CH2:9][CH2:10]3)=[O:16])[C:21]=2[CH3:22])=[CH:24][CH:25]=1, predict the reactants needed to synthesize it. The reactants are: C(OC([N:8]1[CH2:13][CH2:12][CH:11]([NH:14][C:15]([C:17]2[C:21]([CH3:22])=[C:20]([C:23]3[CH:28]=[CH:27][C:26]([Cl:29])=[CH:25][CH:24]=3)[N:19]([C:30]3[CH:35]=[CH:34][C:33]([Cl:36])=[CH:32][C:31]=3[Cl:37])[N:18]=2)=[O:16])[CH2:10][CH2:9]1)=O)(C)(C)C.FC(F)(F)C(O)=O.